Dataset: Catalyst prediction with 721,799 reactions and 888 catalyst types from USPTO. Task: Predict which catalyst facilitates the given reaction. (1) Reactant: [N:1]1([C:7]2[CH:8]=[C:9]([NH:13]C(=O)OC(C)(C)C)[CH:10]=[N:11][CH:12]=2)[CH2:6][CH2:5][O:4][CH2:3][CH2:2]1.[ClH:21].O1CCOCC1. Product: [ClH:21].[ClH:21].[N:1]1([C:7]2[CH:8]=[C:9]([NH2:13])[CH:10]=[N:11][CH:12]=2)[CH2:6][CH2:5][O:4][CH2:3][CH2:2]1. The catalyst class is: 12. (2) Reactant: [NH2:1][C:2]1[NH:6][N:5]=[C:4]([NH:7][C:8]2[CH:13]=[CH:12][CH:11]=[C:10]([Cl:14])[CH:9]=2)[C:3]=1[C:15]#[N:16].[OH:17][CH2:18][CH2:19][O:20][C:21]1[CH:28]=[CH:27][C:24]([CH:25]=O)=[CH:23][CH:22]=1.N1CCCCC1.[BH4-].[Na+]. Product: [Cl:14][C:10]1[CH:9]=[C:8]([NH:7][C:4]2[C:3]([C:15]#[N:16])=[C:2]([NH:1][CH2:25][C:24]3[CH:23]=[CH:22][C:21]([O:20][CH2:19][CH2:18][OH:17])=[CH:28][CH:27]=3)[NH:6][N:5]=2)[CH:13]=[CH:12][CH:11]=1. The catalyst class is: 357. (3) Reactant: Br[CH2:2][CH2:3][CH:4]([C:9]1[O:10][C:11]2[CH:18]=[C:17]([CH3:19])[CH:16]=[CH:15][C:12]=2[C:13]=1[CH3:14])[CH2:5][CH2:6][CH2:7][CH3:8].C(=O)([O-])[O-].[Cs+].[Cs+].[SH:26][C:27]1[CH:32]=[CH:31][C:30]([O:33][CH2:34][C:35]([O:37][CH2:38][CH3:39])=[O:36])=[C:29]([CH3:40])[CH:28]=1. Product: [CH3:14][C:13]1[C:12]2[CH:15]=[CH:16][C:17]([CH3:19])=[CH:18][C:11]=2[O:10][C:9]=1[CH:4]([CH2:5][CH2:6][CH2:7][CH3:8])[CH2:3][CH2:2][S:26][C:27]1[CH:32]=[CH:31][C:30]([O:33][CH2:34][C:35]([O:37][CH2:38][CH3:39])=[O:36])=[C:29]([CH3:40])[CH:28]=1. The catalyst class is: 23. (4) Reactant: Cl[C:2]1[CH:7]=[C:6]([O:8][C:9]2[CH:16]=[CH:15][CH:14]=[CH:13][C:10]=2[C:11]#[N:12])[CH:5]=[CH:4][N:3]=1.[CH3:17][C:18]1[N:22]=[C:21]([NH2:23])[S:20][N:19]=1.P([O-])([O-])([O-])=O.[K+].[K+].[K+].C1(P(C2C=CC=CC=2)C2C3OC4C(=CC=CC=4P(C4C=CC=CC=4)C4C=CC=CC=4)C(C)(C)C=3C=CC=2)C=CC=CC=1. Product: [CH3:17][C:18]1[N:22]=[C:21]([NH:23][C:2]2[CH:7]=[C:6]([O:8][C:9]3[CH:16]=[CH:15][CH:14]=[CH:13][C:10]=3[C:11]#[N:12])[CH:5]=[CH:4][N:3]=2)[S:20][N:19]=1. The catalyst class is: 491. (5) The catalyst class is: 3. Product: [Cl:1][C:2]1[CH:9]=[CH:8][CH:7]=[C:6]([Cl:10])[C:3]=1[CH2:4][O:5][C:15]1[N:16]=[CH:17][C:18]([C:21]([OH:23])=[O:22])=[N:19][CH:20]=1. Reactant: [Cl:1][C:2]1[CH:9]=[CH:8][CH:7]=[C:6]([Cl:10])[C:3]=1[CH2:4][OH:5].[H-].[Na+].[Li].Cl[C:15]1[N:16]=[CH:17][C:18]([C:21]([O-:23])=[O:22])=[N:19][CH:20]=1. (6) Reactant: CCOC(/N=N/C(OCC)=O)=O.C1(P(C2C=CC=CC=2)C2C=CC=CC=2)C=CC=CC=1.[Cl:32][C:33]1[CH:41]=[CH:40][C:36]([CH2:37][CH2:38][OH:39])=[CH:35][CH:34]=1.[C:42]1([CH:49]=[CH:48][CH:47]=[C:45](O)[CH:44]=1)[OH:43]. Product: [Cl:32][C:33]1[CH:41]=[CH:40][C:36]([CH2:37][CH2:38][O:39][C:45]2[CH:44]=[C:42]([OH:43])[CH:49]=[CH:48][CH:47]=2)=[CH:35][CH:34]=1. The catalyst class is: 7.